This data is from Full USPTO retrosynthesis dataset with 1.9M reactions from patents (1976-2016). The task is: Predict the reactants needed to synthesize the given product. (1) Given the product [Cl:36][C:30]1[C:29]([CH2:28][N:1]2[C:9]3[C:4](=[CH:5][CH:6]=[CH:7][CH:8]=3)[C:3]([C:10]3[N:15]=[C:14]([NH:16][C:17]4[CH:22]=[CH:21][N:20]=[CH:19][CH:18]=4)[C:13]([O:23][CH3:24])=[CH:12][N:11]=3)=[N:2]2)=[C:34]([Cl:35])[CH:33]=[CH:32][N:31]=1, predict the reactants needed to synthesize it. The reactants are: [NH:1]1[C:9]2[C:4](=[CH:5][CH:6]=[CH:7][CH:8]=2)[C:3]([C:10]2[N:15]=[C:14]([NH:16][C:17]3[CH:22]=[CH:21][N:20]=[CH:19][CH:18]=3)[C:13]([O:23][CH3:24])=[CH:12][N:11]=2)=[N:2]1.[H-].[Na+].Br[CH2:28][C:29]1[C:30]([Cl:36])=[N:31][CH:32]=[CH:33][C:34]=1[Cl:35].O. (2) Given the product [C:18]([NH:21][C:22]1[N:26]([C@@H:27]2[CH2:32][CH2:31][CH2:30][N:29]([C:33]([O:35][CH2:36][C:37]3[CH:42]=[CH:41][CH:40]=[CH:39][CH:38]=3)=[O:34])[CH2:28]2)[N:25]=[C:24]([C:43]2[CH:44]=[CH:45][C:46]([O:49][C:2]3[CH:7]=[CH:6][CH:5]=[C:4]([C:8]([F:11])([F:10])[F:9])[N:3]=3)=[CH:47][CH:48]=2)[C:23]=1[C:50]#[N:51])(=[O:20])[CH3:19], predict the reactants needed to synthesize it. The reactants are: Cl[C:2]1[CH:7]=[CH:6][CH:5]=[C:4]([C:8]([F:11])([F:10])[F:9])[N:3]=1.C([O-])([O-])=O.[Cs+].[Cs+].[C:18]([NH:21][C:22]1[N:26]([C@@H:27]2[CH2:32][CH2:31][CH2:30][N:29]([C:33]([O:35][CH2:36][C:37]3[CH:42]=[CH:41][CH:40]=[CH:39][CH:38]=3)=[O:34])[CH2:28]2)[N:25]=[C:24]([C:43]2[CH:48]=[CH:47][C:46]([OH:49])=[CH:45][CH:44]=2)[C:23]=1[C:50]#[N:51])(=[O:20])[CH3:19].O.C(OCC)(=O)C. (3) Given the product [Br:1][C:2]1[CH:9]=[CH:8][C:7]([Cl:10])=[CH:6][C:3]=1[CH:4]=[N:17][S:15]([C:12]([CH3:14])([CH3:13])[CH3:11])=[O:16], predict the reactants needed to synthesize it. The reactants are: [Br:1][C:2]1[CH:9]=[CH:8][C:7]([Cl:10])=[CH:6][C:3]=1[CH:4]=O.[CH3:11][C:12]([S@@:15]([NH2:17])=[O:16])([CH3:14])[CH3:13].C(=O)([O-])[O-].[Cs+].[Cs+]. (4) The reactants are: [NH2:1][C:2]1[CH:7]=[CH:6][C:5]([CH:8]2[O:13][CH2:12][CH2:11][N:10]([C:14]([O:16][C:17]([CH3:20])([CH3:19])[CH3:18])=[O:15])[CH2:9]2)=[CH:4][CH:3]=1.CS([C:25]1[N:30]=[C:29]([CH2:31][CH2:32][C:33]2[CH:38]=[CH:37][CH:36]=[CH:35][C:34]=2[CH2:39][C:40]([O:42][CH3:43])=[O:41])[C:28]([C:44]([F:47])([F:46])[F:45])=[CH:27][N:26]=1)(=O)=O.C(O)(C(F)(F)F)=O.CC(OC(OC(OC(C)(C)C)=O)=O)(C)C. Given the product [CH3:43][O:42][C:40](=[O:41])[CH2:39][C:34]1[CH:35]=[CH:36][CH:37]=[CH:38][C:33]=1[CH2:32][CH2:31][C:29]1[C:28]([C:44]([F:47])([F:45])[F:46])=[CH:27][N:26]=[C:25]([NH:1][C:2]2[CH:7]=[CH:6][C:5]([CH:8]3[O:13][CH2:12][CH2:11][N:10]([C:14]([O:16][C:17]([CH3:20])([CH3:19])[CH3:18])=[O:15])[CH2:9]3)=[CH:4][CH:3]=2)[N:30]=1, predict the reactants needed to synthesize it. (5) Given the product [NH2:1][C:2]1[CH:7]=[CH:6][C:5]([CH2:8][CH2:22][OH:23])=[CH:4][C:3]=1[Br:18], predict the reactants needed to synthesize it. The reactants are: [NH2:1][C:2]1[CH:7]=[CH:6][C:5]([CH:8](O)C)=[CH:4][CH:3]=1.C1C(=O)N([Br:18])C(=O)C1.CN([CH:22]=[O:23])C. (6) Given the product [CH2:1]([N:8]1[CH:13]=[CH:12][CH:11]=[C:10]([OH:14])[C:9]1=[S:16])[C:2]1[CH:3]=[CH:4][CH:5]=[CH:6][CH:7]=1, predict the reactants needed to synthesize it. The reactants are: [CH2:1]([N:8]1[CH:13]=[CH:12][CH:11]=[C:10]([O:14]C)[C:9]1=[S:16])[C:2]1[CH:7]=[CH:6][CH:5]=[CH:4][CH:3]=1.B(Br)(Br)Br. (7) Given the product [F:15][C:14]1[CH:13]=[C:12]([CH2:16][CH:17]([CH3:23])[C:18]([O:20][CH2:21][CH3:22])=[O:19])[CH:11]=[C:10]([F:24])[C:9]=1[OH:8], predict the reactants needed to synthesize it. The reactants are: C([O:8][C:9]1[C:14]([F:15])=[CH:13][C:12](/[CH:16]=[C:17](\[CH3:23])/[C:18]([O:20][CH2:21][CH3:22])=[O:19])=[CH:11][C:10]=1[F:24])C1C=CC=CC=1.[H][H]. (8) Given the product [CH3:32][N:8]1[C:7]2[CH:9]=[CH:10][CH:11]=[CH:12][C:6]=2[C:5]([C:13]2[CH:18]=[CH:17][CH:16]=[CH:15][CH:14]=2)=[N:4][CH:3]([NH:19][C:20](=[O:29])[O:21][CH2:22][C:23]2[CH:24]=[CH:25][CH:26]=[CH:27][CH:28]=2)[C:2]1=[O:1], predict the reactants needed to synthesize it. The reactants are: [O:1]=[C:2]1[NH:8][C:7]2[CH:9]=[CH:10][CH:11]=[CH:12][C:6]=2[C:5]([C:13]2[CH:18]=[CH:17][CH:16]=[CH:15][CH:14]=2)=[N:4][CH:3]1[NH:19][C:20](=[O:29])[O:21][CH2:22][C:23]1[CH:28]=[CH:27][CH:26]=[CH:25][CH:24]=1.[H-].[Na+].[CH3:32]I.S([O-])(O)(=O)=O.[Na+]. (9) Given the product [C:44]([O:48][C:49](=[O:52])[CH2:50][NH:51][C:8](=[O:10])[C:7]1[CH:6]=[CH:5][C:4]([O:3][C:2]([F:1])([F:14])[F:13])=[CH:12][CH:11]=1)([CH3:47])([CH3:46])[CH3:45], predict the reactants needed to synthesize it. The reactants are: [F:1][C:2]([F:14])([F:13])[O:3][C:4]1[CH:12]=[CH:11][C:7]([C:8]([OH:10])=O)=[CH:6][CH:5]=1.ON1C2C=CC=CC=2N=N1.CN1CCOCC1.CCN=C=NCCCN(C)C.Cl.[C:44]([O:48][C:49](=[O:52])[CH2:50][NH2:51])([CH3:47])([CH3:46])[CH3:45]. (10) Given the product [CH3:20][C:19]1[N:6]([CH2:5][CH2:4][CH2:3][CH:2]([CH3:1])[CH3:18])[C:7]([CH2:9][NH2:10])=[N:23][N:22]=1, predict the reactants needed to synthesize it. The reactants are: [CH3:1][CH:2]([CH3:18])[CH2:3][CH2:4][CH2:5][NH:6][C:7]([CH2:9][NH:10]C(=O)OC(C)(C)C)=S.[C:19]([NH:22][NH2:23])(=O)[CH3:20].